Dataset: Forward reaction prediction with 1.9M reactions from USPTO patents (1976-2016). Task: Predict the product of the given reaction. Given the reactants [Br:1][C:2]1[CH:7]=[CH:6][C:5]([NH:8][C:9]2[CH:10]=[C:11]([NH:20][C:21](=[O:23])[CH3:22])[CH:12]=[C:13]([N:15]3[CH:19]=[N:18][CH:17]=[N:16]3)[CH:14]=2)=[C:4]([N+:24]([O-])=O)[CH:3]=1.[Cl-].[Ca+2].[Cl-], predict the reaction product. The product is: [NH2:24][C:4]1[CH:3]=[C:2]([Br:1])[CH:7]=[CH:6][C:5]=1[NH:8][C:9]1[CH:10]=[C:11]([NH:20][C:21](=[O:23])[CH3:22])[CH:12]=[C:13]([N:15]2[CH:19]=[N:18][CH:17]=[N:16]2)[CH:14]=1.